Dataset: Forward reaction prediction with 1.9M reactions from USPTO patents (1976-2016). Task: Predict the product of the given reaction. (1) Given the reactants C(Cl)(=O)C(Cl)=O.CS(C)=O.[Cl:11][C:12]1[CH:13]=[N:14][CH:15]=[C:16]([Cl:36])[C:17]=1[CH2:18][CH:19]([C:21]1[C:26]([F:27])=[CH:25][C:24]([O:28][CH3:29])=[C:23]([O:30][CH:31]2[CH2:35][CH2:34][CH2:33][CH2:32]2)[CH:22]=1)[OH:20].C(N(CC)CC)C, predict the reaction product. The product is: [Cl:36][C:16]1[CH:15]=[N:14][CH:13]=[C:12]([Cl:11])[C:17]=1[CH2:18][C:19]([C:21]1[C:26]([F:27])=[CH:25][C:24]([O:28][CH3:29])=[C:23]([O:30][CH:31]2[CH2:35][CH2:34][CH2:33][CH2:32]2)[CH:22]=1)=[O:20]. (2) Given the reactants [CH:1]12[O:8][CH:5]([CH2:6][CH2:7]1)[CH2:4][N:3]([C:9]1[CH:14]=[C:13]([N:15]3[CH2:21][CH:20]4[O:22][CH:17]([CH2:18][CH2:19]4)[CH2:16]3)[N:12]=[C:11](O)[N:10]=1)[CH2:2]2.O=P(Cl)(Cl)[Cl:26], predict the reaction product. The product is: [Cl:26][C:11]1[N:10]=[C:9]([N:3]2[CH2:4][CH:5]3[O:8][CH:1]([CH2:7][CH2:6]3)[CH2:2]2)[CH:14]=[C:13]([N:15]2[CH2:21][CH:20]3[O:22][CH:17]([CH2:18][CH2:19]3)[CH2:16]2)[N:12]=1.